Dataset: Forward reaction prediction with 1.9M reactions from USPTO patents (1976-2016). Task: Predict the product of the given reaction. Given the reactants Br[CH2:2][CH2:3][CH2:4][CH:5]=[CH2:6].[Cl:7][C:8]1[CH:9]=[CH:10][C:11]2[S:15][C:14](=[O:16])[NH:13][C:12]=2[CH:17]=1.C(=O)([O-])[O-].[K+].[K+], predict the reaction product. The product is: [Cl:7][C:8]1[CH:9]=[CH:10][C:11]2[S:15][C:14](=[O:16])[N:13]([CH2:6][CH2:5][CH2:4][CH:3]=[CH2:2])[C:12]=2[CH:17]=1.